This data is from Choline transporter screen with 302,306 compounds. The task is: Binary Classification. Given a drug SMILES string, predict its activity (active/inactive) in a high-throughput screening assay against a specified biological target. (1) The drug is Fc1ccc(/C=C\C(=O)c2oc(cc2)C)cc1. The result is 0 (inactive). (2) The compound is s1c2CCCCc2cc1C(=O)Nc1c(n(n(c1=O)c1ccccc1)C)C. The result is 0 (inactive). (3) The compound is Clc1cc2c(n(c(C(=O)NC(Cc3ccccc3)C(=O)NCCC(O)=O)c2)C)cc1. The result is 0 (inactive). (4) The drug is Clc1ccc(SCc2onc(c3ccccc3)c2)cc1. The result is 0 (inactive). (5) The molecule is Oc1cc2c(C3C(C4C(CC3)(\C(=N\N=C/c3c(n(nc3)C)C)CC4)C)CC2)cc1. The result is 0 (inactive). (6) The compound is S(=O)(=O)(N1CC(CCC1)C(=O)NCc1ccc(F)cc1)c1c2nonc2ccc1. The result is 0 (inactive). (7) The molecule is o1c(C(=O)NCCCC(O)=O)ccc1C. The result is 0 (inactive).